Dataset: Full USPTO retrosynthesis dataset with 1.9M reactions from patents (1976-2016). Task: Predict the reactants needed to synthesize the given product. (1) Given the product [F:41][C:40]([F:43])([F:42])[C:38]([OH:44])=[O:39].[CH:1]1([NH:4][C:5]([NH:6][C:7]2[CH:8]=[CH:9][C:10]([C:13]3[N:14]=[C:15]([N:30]4[CH2:35][CH2:34][O:33][CH2:32][C@@H:31]4[CH3:36])[C:16]4[CH2:22][CH2:21][NH:20][CH2:19][C:17]=4[N:18]=3)=[CH:11][CH:12]=2)=[O:37])[CH2:2][CH2:3]1, predict the reactants needed to synthesize it. The reactants are: [CH:1]1([NH:4][C:5](=[O:37])[NH:6][C:7]2[CH:12]=[CH:11][C:10]([C:13]3[N:14]=[C:15]([N:30]4[CH2:35][CH2:34][O:33][CH2:32][C@@H:31]4[CH3:36])[C:16]4[CH2:22][CH2:21][N:20](C(OC(C)(C)C)=O)[CH2:19][C:17]=4[N:18]=3)=[CH:9][CH:8]=2)[CH2:3][CH2:2]1.[C:38]([OH:44])([C:40]([F:43])([F:42])[F:41])=[O:39]. (2) Given the product [CH2:1]([O:3][C:4]([C:6]1[C:10]([C:11]#[C:12][C:15]2[CH:20]=[CH:19][CH:18]=[CH:17][CH:16]=2)=[CH:9][S:8][C:7]=1[NH2:13])=[O:5])[CH3:2], predict the reactants needed to synthesize it. The reactants are: [CH2:1]([O:3][C:4]([C:6]1[C:10]([C:11]#[CH:12])=[CH:9][S:8][C:7]=1[NH2:13])=[O:5])[CH3:2].I[C:15]1[CH:20]=[CH:19][CH:18]=[CH:17][CH:16]=1.C(NC(C)C)(C)C. (3) Given the product [C:28]([C:23]1[CH:24]=[CH:25][CH:26]=[CH:27][C:22]=1[C:19]1[CH:18]=[CH:17][C:16]([CH2:15][CH:5]([C:4](=[O:3])[CH2:11][CH2:12][CH3:13])[C:6]([O:8][CH2:9][CH3:10])=[O:7])=[CH:21][CH:20]=1)#[N:29], predict the reactants needed to synthesize it. The reactants are: [H-].[Na+].[O:3]=[C:4]([CH2:11][CH2:12][CH3:13])[CH2:5][C:6]([O:8][CH2:9][CH3:10])=[O:7].Br[CH2:15][C:16]1[CH:21]=[CH:20][C:19]([C:22]2[C:23]([C:28]#[N:29])=[CH:24][CH:25]=[CH:26][CH:27]=2)=[CH:18][CH:17]=1.[Cl-].[NH4+]. (4) Given the product [NH2:1][C:4]1[CH:5]=[C:6]([NH:10][C:11]2[C:16]([F:17])=[CH:15][N:14]=[C:13]([NH:18][C:19]3[CH:20]=[CH:21][C:22]4[O:27][CH2:26][CH:25]=[N:24][C:23]=4[CH:29]=3)[N:12]=2)[CH:7]=[CH:8][CH:9]=1, predict the reactants needed to synthesize it. The reactants are: [N+:1]([C:4]1[CH:5]=[C:6]([NH:10][C:11]2[C:16]([F:17])=[CH:15][N:14]=[C:13]([NH:18][C:19]3[CH:20]=[CH:21][C:22]4[O:27][CH2:26][C:25](=O)[NH:24][C:23]=4[CH:29]=3)[N:12]=2)[CH:7]=[CH:8][CH:9]=1)([O-])=O.Cl.